Dataset: Reaction yield outcomes from USPTO patents with 853,638 reactions. Task: Predict the reaction yield, written as a fraction of the theoretical maximum amount of product (1.0 means a 100% yield; for example, 0.34 means a 34% yield). (1) The reactants are [Cl:1][C:2]1[CH:11]=[C:10]([C:12]([NH:14][CH2:15][C:16]2[CH:24]=[CH:23][CH:22]=[C:21]3[C:17]=2[CH:18]=[N:19][N:20]3[CH:25]2[CH2:30][CH2:29][CH2:28][CH2:27][O:26]2)=[O:13])[CH:9]=[CH:8][C:3]=1[C:4]([O:6]C)=[O:5].[OH-].[Na+]. The catalyst is CO. The product is [Cl:1][C:2]1[CH:11]=[C:10]([C:12]([NH:14][CH2:15][C:16]2[CH:24]=[CH:23][CH:22]=[C:21]3[C:17]=2[CH:18]=[N:19][N:20]3[CH:25]2[CH2:30][CH2:29][CH2:28][CH2:27][O:26]2)=[O:13])[CH:9]=[CH:8][C:3]=1[C:4]([OH:6])=[O:5]. The yield is 0.910. (2) The product is [CH3:1][C@@H:2]1[CH2:7][CH2:6][CH2:5][C@H:4]([CH3:8])[N:3]1[C:9](=[O:12])[CH2:10][O:24][C:19]1[CH:18]=[CH:17][C:16]2[C:21](=[CH:22][CH:23]=[C:14]([Br:13])[CH:15]=2)[CH:20]=1. The reactants are [CH3:1][C@@H:2]1[CH2:7][CH2:6][CH2:5][C@H:4]([CH3:8])[N:3]1[C:9](=[O:12])[CH2:10]Cl.[Br:13][C:14]1[CH:15]=[C:16]2[C:21](=[CH:22][CH:23]=1)[CH:20]=[C:19]([OH:24])[CH:18]=[CH:17]2.C(=O)([O-])[O-].[K+].[K+]. The yield is 0.460. The catalyst is CN(C)C=O. (3) The reactants are C([N:8]1[C@@H:12]([CH3:13])[CH2:11][C@H:10]([CH2:14][N:15]2[C:23]3[C:18](=[CH:19][C:20]([C:24]4[CH:25]=[N:26][N:27]([CH:29]5[CH2:34][CH2:33][CH2:32][CH2:31][O:30]5)[CH:28]=4)=[CH:21][CH:22]=3)[CH:17]=[CH:16]2)[CH2:9]1)C1C=CC=CC=1.C([O-])=O.[NH4+].C(OCC)(=O)C. The catalyst is CO.[OH-].[OH-].[Pd+2]. The product is [CH3:13][C@@H:12]1[NH:8][CH2:9][C@@H:10]([CH2:14][N:15]2[C:23]3[C:18](=[CH:19][C:20]([C:24]4[CH:25]=[N:26][N:27]([CH:29]5[CH2:34][CH2:33][CH2:32][CH2:31][O:30]5)[CH:28]=4)=[CH:21][CH:22]=3)[CH:17]=[CH:16]2)[CH2:11]1. The yield is 0.990.